From a dataset of Forward reaction prediction with 1.9M reactions from USPTO patents (1976-2016). Predict the product of the given reaction. (1) Given the reactants [N:1]1([CH2:8][CH2:9][O:10][C:11]2[CH:50]=[CH:49][C:14]([CH2:15][NH:16][C:17]3[CH:22]=[C:21]([O:23][Si:24]([C:27]([CH3:30])([CH3:29])[CH3:28])([CH3:26])[CH3:25])[CH:20]=[CH:19][C:18]=3[CH:31]3[CH2:40][CH2:39][C:38]4[C:33](=[CH:34][CH:35]=[C:36]([O:41][Si:42]([C:45]([CH3:48])([CH3:47])[CH3:46])([CH3:44])[CH3:43])[CH:37]=4)[CH2:32]3)=[CH:13][CH:12]=2)[CH2:7][CH2:6][CH2:5][CH2:4][CH2:3][CH2:2]1.[CH2:51]([O:58][CH2:59][C:60](Cl)=O)[C:52]1[CH:57]=[CH:56][CH:55]=[CH:54][CH:53]=1, predict the reaction product. The product is: [N:1]1([CH2:8][CH2:9][O:10][C:11]2[CH:12]=[CH:13][C:14]([CH2:15][N:16]([CH2:60][CH2:59][O:58][CH2:51][C:52]3[CH:57]=[CH:56][CH:55]=[CH:54][CH:53]=3)[C:17]3[CH:22]=[C:21]([O:23][Si:24]([C:27]([CH3:30])([CH3:29])[CH3:28])([CH3:26])[CH3:25])[CH:20]=[CH:19][C:18]=3[CH:31]3[CH2:40][CH2:39][C:38]4[C:33](=[CH:34][CH:35]=[C:36]([O:41][Si:42]([C:45]([CH3:48])([CH3:47])[CH3:46])([CH3:44])[CH3:43])[CH:37]=4)[CH2:32]3)=[CH:49][CH:50]=2)[CH2:7][CH2:6][CH2:5][CH2:4][CH2:3][CH2:2]1. (2) Given the reactants [N+:1]([C:4]1[CH:10]=[CH:9][CH:8]=[C:7]([N+:11]([O-:13])=[O:12])[C:5]=1[NH2:6])([O-:3])=[O:2].[Br:14]Br, predict the reaction product. The product is: [Br:14][C:9]1[CH:10]=[C:4]([N+:1]([O-:3])=[O:2])[C:5]([NH2:6])=[C:7]([N+:11]([O-:13])=[O:12])[CH:8]=1. (3) Given the reactants C(OC([N:8]1[CH2:13][CH2:12][N:11]([C:14]2[CH:15]=[N:16][C:17]([O:20][CH2:21][C:22]3[CH:27]=[CH:26][C:25]([CH:28]4[CH2:33][CH2:32][CH2:31][CH2:30][CH2:29]4)=[C:24]([C:34]([F:37])([F:36])[F:35])[CH:23]=3)=[CH:18][CH:19]=2)[CH2:10][CH2:9]1)=O)(C)(C)C.FC(F)(F)C(O)=O.[C:45]([O:49][C:50]([CH3:53])([CH3:52])[CH3:51])(=[O:48])[CH:46]=[CH2:47].CCN(C(C)C)C(C)C.C([O-])(O)=O.[Na+], predict the reaction product. The product is: [C:50]([O:49][C:45](=[O:48])[CH2:46][CH2:47][N:8]1[CH2:13][CH2:12][N:11]([C:14]2[CH:15]=[N:16][C:17]([O:20][CH2:21][C:22]3[CH:27]=[CH:26][C:25]([CH:28]4[CH2:29][CH2:30][CH2:31][CH2:32][CH2:33]4)=[C:24]([C:34]([F:37])([F:35])[F:36])[CH:23]=3)=[CH:18][CH:19]=2)[CH2:10][CH2:9]1)([CH3:53])([CH3:52])[CH3:51]. (4) Given the reactants [CH:1]1([C:6]2[S:10][C:9]([NH:11][C:12]([C:14]3[CH:15]=[C:16]([S:21](Cl)(=[O:23])=[O:22])[CH:17]=[CH:18][C:19]=3[F:20])=[O:13])=[N:8][N:7]=2)[CH2:5][CH2:4][CH2:3][CH2:2]1.[NH4+:25].[OH-], predict the reaction product. The product is: [NH2:25][S:21]([C:16]1[CH:17]=[CH:18][C:19]([F:20])=[C:14]([CH:15]=1)[C:12]([NH:11][C:9]1[S:10][C:6]([CH:1]2[CH2:5][CH2:4][CH2:3][CH2:2]2)=[N:7][N:8]=1)=[O:13])(=[O:23])=[O:22]. (5) Given the reactants [CH3:1][C:2]1[CH:7]=[C:6]([OH:8])[C:5]2[C:9]([C:11]3[C:16]([OH:17])=[CH:15][C:14]([OH:18])=[CH:13][C:12]=3[C:19](=O)[C:4]=2[CH:3]=1)=[O:10].Cl, predict the reaction product. The product is: [CH3:1][C:2]1[CH:7]=[C:6]([OH:8])[C:5]2[C:9]([C:11]3[C:16]([OH:17])=[CH:15][C:14]([OH:18])=[CH:13][C:12]=3[CH2:19][C:4]=2[CH:3]=1)=[O:10]. (6) Given the reactants [OH:1][C@@H:2]1[CH2:21][N:5]2[CH2:6][C@@H:7]([C:17](OC)=[O:18])[N:8]([C:10]([O:12][C:13]([CH3:16])([CH3:15])[CH3:14])=[O:11])[CH2:9][C@H:4]2[CH2:3]1.[H-].[Na+].Br[CH2:25][CH3:26].Cl.[O:28]1[C:37]2[C:32](=[CH:33][CH:34]=[CH:35][CH:36]=2)[C@H:31]([NH2:38])[CH2:30][CH2:29]1.Cl.C(N=C=NCCCN(C)C)C.ON1C2C=CC=CC=2N=N1.C(N(CC)C(C)C)(C)C, predict the reaction product. The product is: [O:28]1[C:37]2[C:32](=[CH:33][CH:34]=[CH:35][CH:36]=2)[C@H:31]([NH:38][C:17]([C@@H:7]2[CH2:6][N:5]3[CH2:21][C@@H:2]([O:1][CH2:25][CH3:26])[CH2:3][C@@H:4]3[CH2:9][N:8]2[C:10]([O:12][C:13]([CH3:15])([CH3:14])[CH3:16])=[O:11])=[O:18])[CH2:30][CH2:29]1. (7) Given the reactants CS(O[CH2:6][CH:7]([NH:16][C:17]([O:19][CH2:20][C:21]1[CH:26]=[CH:25][CH:24]=[CH:23][CH:22]=1)=[O:18])[CH2:8][C:9]1([CH3:15])[CH2:14][CH2:13][CH2:12][CH2:11][CH2:10]1)(=O)=O.[CH3:27][NH2:28], predict the reaction product. The product is: [CH3:27][NH:28][CH2:6][CH:7]([NH:16][C:17](=[O:18])[O:19][CH2:20][C:21]1[CH:26]=[CH:25][CH:24]=[CH:23][CH:22]=1)[CH2:8][C:9]1([CH3:15])[CH2:14][CH2:13][CH2:12][CH2:11][CH2:10]1.